This data is from NCI-60 drug combinations with 297,098 pairs across 59 cell lines. The task is: Regression. Given two drug SMILES strings and cell line genomic features, predict the synergy score measuring deviation from expected non-interaction effect. (1) Drug 1: C1C(C(OC1N2C=NC3=C(N=C(N=C32)Cl)N)CO)O. Drug 2: CC(C)NC(=O)C1=CC=C(C=C1)CNNC.Cl. Cell line: MCF7. Synergy scores: CSS=-0.541, Synergy_ZIP=3.78, Synergy_Bliss=-4.99, Synergy_Loewe=-0.766, Synergy_HSA=-4.67. (2) Synergy scores: CSS=82.0, Synergy_ZIP=35.6, Synergy_Bliss=37.1, Synergy_Loewe=-7.41, Synergy_HSA=31.9. Cell line: K-562. Drug 2: CC1=C(C(=CC=C1)Cl)NC(=O)C2=CN=C(S2)NC3=CC(=NC(=N3)C)N4CCN(CC4)CCO. Drug 1: CCC(=C(C1=CC=CC=C1)C2=CC=C(C=C2)OCCN(C)C)C3=CC=CC=C3.C(C(=O)O)C(CC(=O)O)(C(=O)O)O. (3) Synergy scores: CSS=5.67, Synergy_ZIP=-3.10, Synergy_Bliss=-2.23, Synergy_Loewe=-5.51, Synergy_HSA=-4.70. Drug 1: CCCCC(=O)OCC(=O)C1(CC(C2=C(C1)C(=C3C(=C2O)C(=O)C4=C(C3=O)C=CC=C4OC)O)OC5CC(C(C(O5)C)O)NC(=O)C(F)(F)F)O. Drug 2: C1=NC2=C(N=C(N=C2N1C3C(C(C(O3)CO)O)F)Cl)N. Cell line: BT-549. (4) Drug 1: CC12CCC(CC1=CCC3C2CCC4(C3CC=C4C5=CN=CC=C5)C)O. Drug 2: C1CC(=O)NC(=O)C1N2C(=O)C3=CC=CC=C3C2=O. Cell line: SR. Synergy scores: CSS=7.11, Synergy_ZIP=-8.78, Synergy_Bliss=-13.5, Synergy_Loewe=-12.9, Synergy_HSA=-13.6. (5) Drug 1: CC12CCC3C(C1CCC2O)C(CC4=C3C=CC(=C4)O)CCCCCCCCCS(=O)CCCC(C(F)(F)F)(F)F. Drug 2: CC12CCC3C(C1CCC2OP(=O)(O)O)CCC4=C3C=CC(=C4)OC(=O)N(CCCl)CCCl.[Na+]. Cell line: K-562. Synergy scores: CSS=0.976, Synergy_ZIP=-1.67, Synergy_Bliss=-3.42, Synergy_Loewe=-0.278, Synergy_HSA=-3.22. (6) Drug 1: C1C(C(OC1N2C=NC(=NC2=O)N)CO)O. Drug 2: CC12CCC3C(C1CCC2OP(=O)(O)O)CCC4=C3C=CC(=C4)OC(=O)N(CCCl)CCCl.[Na+]. Cell line: SK-MEL-2. Synergy scores: CSS=18.0, Synergy_ZIP=18.3, Synergy_Bliss=21.0, Synergy_Loewe=-4.21, Synergy_HSA=12.7. (7) Drug 2: CC1=CC=C(C=C1)C2=CC(=NN2C3=CC=C(C=C3)S(=O)(=O)N)C(F)(F)F. Cell line: MOLT-4. Synergy scores: CSS=27.7, Synergy_ZIP=-3.70, Synergy_Bliss=2.35, Synergy_Loewe=-4.75, Synergy_HSA=4.52. Drug 1: COC1=C(C=C2C(=C1)N=CN=C2NC3=CC(=C(C=C3)F)Cl)OCCCN4CCOCC4. (8) Drug 1: CN1CCC(CC1)COC2=C(C=C3C(=C2)N=CN=C3NC4=C(C=C(C=C4)Br)F)OC. Drug 2: C1=NC2=C(N1)C(=S)N=CN2. Cell line: PC-3. Synergy scores: CSS=15.9, Synergy_ZIP=-7.86, Synergy_Bliss=-5.15, Synergy_Loewe=-22.0, Synergy_HSA=-3.59. (9) Drug 1: C1CC(=O)NC(=O)C1N2CC3=C(C2=O)C=CC=C3N. Drug 2: CC1OCC2C(O1)C(C(C(O2)OC3C4COC(=O)C4C(C5=CC6=C(C=C35)OCO6)C7=CC(=C(C(=C7)OC)O)OC)O)O. Synergy scores: CSS=47.8, Synergy_ZIP=-1.15, Synergy_Bliss=-0.644, Synergy_Loewe=-16.4, Synergy_HSA=2.58. Cell line: CAKI-1. (10) Drug 1: COC1=CC(=CC(=C1O)OC)C2C3C(COC3=O)C(C4=CC5=C(C=C24)OCO5)OC6C(C(C7C(O6)COC(O7)C8=CC=CS8)O)O. Drug 2: C1=CC=C(C=C1)NC(=O)CCCCCCC(=O)NO. Cell line: 786-0. Synergy scores: CSS=51.5, Synergy_ZIP=6.48, Synergy_Bliss=6.12, Synergy_Loewe=-5.53, Synergy_HSA=7.75.